From a dataset of Forward reaction prediction with 1.9M reactions from USPTO patents (1976-2016). Predict the product of the given reaction. (1) Given the reactants Cl[S:2]([C:5]1[C:9]2[C:10]([N:14]3[CH2:19][CH2:18][N:17]([C:20]([O:22][C:23]([CH3:26])([CH3:25])[CH3:24])=[O:21])[CH2:16][CH2:15]3)=[N:11][CH:12]=[CH:13][C:8]=2[S:7][CH:6]=1)(=[O:4])=[O:3].[CH:27]([C:30]1[CH:36]=[CH:35][C:33]([NH2:34])=[CH:32][CH:31]=1)([CH3:29])[CH3:28], predict the reaction product. The product is: [C:23]([O:22][C:20]([N:17]1[CH2:18][CH2:19][N:14]([C:10]2[C:9]3[C:5]([S:2]([NH:34][C:33]4[CH:35]=[CH:36][C:30]([CH:27]([CH3:29])[CH3:28])=[CH:31][CH:32]=4)(=[O:4])=[O:3])=[CH:6][S:7][C:8]=3[CH:13]=[CH:12][N:11]=2)[CH2:15][CH2:16]1)=[O:21])([CH3:26])([CH3:25])[CH3:24]. (2) Given the reactants [C:1]([C:3]1[CH:8]=[CH:7][C:6]([CH:9]2[C:18]3[C:17](=[O:19])[NH:16][C:15]([CH3:20])=[CH:14][C:13]=3[NH:12][C:11]([CH3:21])=[C:10]2[C:22]([O:24][CH2:25][CH2:26][C:27]#[N:28])=[O:23])=[C:5]([O:29][CH3:30])[CH:4]=1)#[N:2].C(OCC)(OCC)O[CH2:33][CH3:34], predict the reaction product. The product is: [C:1]([C:3]1[CH:8]=[CH:7][C:6]([CH:9]2[C:18]3[C:13](=[CH:14][C:15]([CH3:20])=[N:16][C:17]=3[O:19][CH2:33][CH3:34])[NH:12][C:11]([CH3:21])=[C:10]2[C:22]([O:24][CH2:25][CH2:26][C:27]#[N:28])=[O:23])=[C:5]([O:29][CH3:30])[CH:4]=1)#[N:2]. (3) Given the reactants Cl.[Cl:2][C:3]1[CH:4]=[CH:5][CH:6]=[C:7]2[C:11]=1[NH:10][C:9]([CH3:12])=[C:8]2[CH2:13][CH2:14][NH2:15].CN(C)C=O.C(N(CC)CC)C.[CH3:28][O:29][C:30]1[CH:31]=[C:32]([CH:36]=[CH:37][C:38]=1[O:39][CH3:40])[C:33](Cl)=[O:34], predict the reaction product. The product is: [Cl:2][C:3]1[CH:4]=[CH:5][CH:6]=[C:7]2[C:11]=1[NH:10][C:9]([CH3:12])=[C:8]2[CH2:13][CH2:14][NH:15][C:33](=[O:34])[C:32]1[CH:36]=[CH:37][C:38]([O:39][CH3:40])=[C:30]([O:29][CH3:28])[CH:31]=1.